Dataset: Reaction yield outcomes from USPTO patents with 853,638 reactions. Task: Predict the reaction yield, written as a fraction of the theoretical maximum amount of product (1.0 means a 100% yield; for example, 0.34 means a 34% yield). (1) The reactants are [CH3:1][O:2][C:3]1[CH:12]=[C:11]2[C:6]([C:7](Cl)=[CH:8][CH:9]=[N:10]2)=[CH:5][C:4]=1[C:14]([NH2:16])=[O:15].CS(C)=O.[Cl:21][C:22]1[CH:27]=[C:26]([OH:28])[CH:25]=[CH:24][C:23]=1[NH:29][C:30]([NH:32][CH:33]1[CH2:35][CH2:34]1)=[O:31].CC(C)([O-])C.[K+]. The catalyst is O.O.CC(C)=O. The product is [Cl:21][C:22]1[CH:27]=[C:26]([CH:25]=[CH:24][C:23]=1[NH:29][C:30]([NH:32][CH:33]1[CH2:34][CH2:35]1)=[O:31])[O:28][C:7]1[C:6]2[C:11](=[CH:12][C:3]([O:2][CH3:1])=[C:4]([C:14]([NH2:16])=[O:15])[CH:5]=2)[N:10]=[CH:9][CH:8]=1. The yield is 0.963. (2) The reactants are [C:1](Cl)([CH3:3])=[O:2].[CH3:5][N:6]1[C:14]2[CH:13]=[C:12]([N:15]3[CH:20]=[CH:19][C:18]([C:21]4[CH:26]=[CH:25][C:24]([C:27]([F:30])([F:29])[F:28])=[CH:23][N:22]=4)=[CH:17][C:16]3=[O:31])[CH:11]=[CH:10][C:9]=2[C:8]2[CH2:32][NH:33][CH2:34][CH2:35][C:7]1=2.CCN(CC)CC.O. The catalyst is CN(C1C=CN=CC=1)C.C(Cl)Cl. The product is [C:1]([N:33]1[CH2:34][CH2:35][C:7]2[N:6]([CH3:5])[C:14]3[CH:13]=[C:12]([N:15]4[CH:20]=[CH:19][C:18]([C:21]5[CH:26]=[CH:25][C:24]([C:27]([F:28])([F:30])[F:29])=[CH:23][N:22]=5)=[CH:17][C:16]4=[O:31])[CH:11]=[CH:10][C:9]=3[C:8]=2[CH2:32]1)(=[O:2])[CH3:3]. The yield is 0.840. (3) The reactants are [CH3:1][C:2]1[C:3]([CH2:20][CH2:21][C:22]2[CH:27]=[CH:26][CH:25]=[CH:24][C:23]=2[C:28]2([C:31]([NH2:33])=[O:32])[CH2:30][CH2:29]2)=[N:4][C:5]([NH:8][C:9]2[CH:10]=[N:11][N:12]([CH:14]3[CH2:19][CH2:18][NH:17][CH2:16][CH2:15]3)[CH:13]=2)=[N:6][CH:7]=1.C=O.[C:36](O[BH-](OC(=O)C)OC(=O)C)(=O)C.[Na+]. The catalyst is CO. The product is [CH3:1][C:2]1[C:3]([CH2:20][CH2:21][C:22]2[CH:27]=[CH:26][CH:25]=[CH:24][C:23]=2[C:28]2([C:31]([NH2:33])=[O:32])[CH2:29][CH2:30]2)=[N:4][C:5]([NH:8][C:9]2[CH:10]=[N:11][N:12]([CH:14]3[CH2:19][CH2:18][N:17]([CH3:36])[CH2:16][CH2:15]3)[CH:13]=2)=[N:6][CH:7]=1. The yield is 0.530. (4) The reactants are [CH2:1]([C@H:3]1[C@@H:7]([C:8]2[N:12]3[C:13]4[CH:19]=[CH:18][N:17]([S:20]([C:23]5[CH:29]=[CH:28][C:26]([CH3:27])=[CH:25][CH:24]=5)(=[O:22])=[O:21])[C:14]=4[N:15]=[CH:16][C:11]3=[N:10][N:9]=2)[CH2:6][C@@H:5]([NH:30]C(=O)C)[CH2:4]1)[CH3:2].Cl. The catalyst is O1CCOCC1. The product is [CH2:1]([C@H:3]1[C@@H:7]([C:8]2[N:12]3[C:13]4[CH:19]=[CH:18][N:17]([S:20]([C:23]5[CH:24]=[CH:25][C:26]([CH3:27])=[CH:28][CH:29]=5)(=[O:22])=[O:21])[C:14]=4[N:15]=[CH:16][C:11]3=[N:10][N:9]=2)[CH2:6][C@@H:5]([NH2:30])[CH2:4]1)[CH3:2]. The yield is 0.560. (5) The reactants are [C:1]([C:4]1[S:5][CH:6]=[CH:7][CH:8]=1)(=[O:3])[CH3:2].[Al+3].[Cl-].[Cl-].[Cl-].[Br:13]Br.Cl. The catalyst is C(Cl)(Cl)Cl. The product is [Br:13][C:7]1[CH:8]=[C:4]([C:1](=[O:3])[CH3:2])[S:5][CH:6]=1. The yield is 0.670. (6) The reactants are C(OC(=O)[N:7]([C:16]1[S:17][C:18]([CH2:21][C:22]2[C:30]3[C:25](=[N:26][CH:27]=[C:28]([Cl:31])[CH:29]=3)[NH:24][CH:23]=2)=[CH:19][N:20]=1)[CH2:8][C:9]1[CH:14]=[CH:13][C:12]([F:15])=[CH:11][CH:10]=1)(C)(C)C.FC(F)(F)C(O)=O. The catalyst is ClCCl. The product is [Cl:31][C:28]1[CH:29]=[C:30]2[C:22]([CH2:21][C:18]3[S:17][C:16]([NH:7][CH2:8][C:9]4[CH:14]=[CH:13][C:12]([F:15])=[CH:11][CH:10]=4)=[N:20][CH:19]=3)=[CH:23][NH:24][C:25]2=[N:26][CH:27]=1. The yield is 0.290. (7) The reactants are [NH2:1][C:2]1[CH:7]=[CH:6][C:5]([CH2:8][CH2:9][CH2:10][C:11]([O:13]C)=O)=[CH:4][CH:3]=1.[CH3:15][NH2:16].CO. No catalyst specified. The product is [NH2:1][C:2]1[CH:7]=[CH:6][C:5]([CH2:8][CH2:9][CH2:10][C:11]([NH:16][CH3:15])=[O:13])=[CH:4][CH:3]=1. The yield is 0.950.